From a dataset of TCR-epitope binding with 47,182 pairs between 192 epitopes and 23,139 TCRs. Binary Classification. Given a T-cell receptor sequence (or CDR3 region) and an epitope sequence, predict whether binding occurs between them. (1) The epitope is SGPLKAEIAQRLED. Result: 1 (the TCR binds to the epitope). The TCR CDR3 sequence is CASRQGRDRGPDSPLHF. (2) The epitope is WICLLQFAY. The TCR CDR3 sequence is CAISESGLAGDNEQFF. Result: 0 (the TCR does not bind to the epitope). (3) The epitope is RIFTIGTVTLK. The TCR CDR3 sequence is CASSLGGELFF. Result: 0 (the TCR does not bind to the epitope). (4) The epitope is LPAADLDDF. The TCR CDR3 sequence is CASSFGTGGWETQYF. Result: 0 (the TCR does not bind to the epitope). (5) The epitope is FADDLNQLTGY. The TCR CDR3 sequence is CASSLGGVRGNTEAFF. Result: 0 (the TCR does not bind to the epitope).